Dataset: Forward reaction prediction with 1.9M reactions from USPTO patents (1976-2016). Task: Predict the product of the given reaction. (1) Given the reactants [Br:1][C:2]1[CH:3]=[C:4]([C:8]2([C:12]3[CH:17]=[CH:16][CH:15]=[C:14]([Br:18])[CH:13]=3)[CH2:11][NH:10][CH2:9]2)[CH:5]=[CH:6][CH:7]=1.I[C:20]1[CH:25]=[CH:24][CH:23]=[CH:22][CH:21]=1.CC1(C)C2C(=C(P(C3C=CC=CC=3)C3C=CC=CC=3)C=CC=2)OC2C(P(C3C=CC=CC=3)C3C=CC=CC=3)=CC=CC1=2.CC(C)([O-])C.[Na+], predict the reaction product. The product is: [Br:1][C:2]1[CH:3]=[C:4]([C:8]2([C:12]3[CH:17]=[CH:16][CH:15]=[C:14]([Br:18])[CH:13]=3)[CH2:9][N:10]([C:20]3[CH:25]=[CH:24][CH:23]=[CH:22][CH:21]=3)[CH2:11]2)[CH:5]=[CH:6][CH:7]=1. (2) Given the reactants S(Cl)(Cl)=O.[C:5]([O:8][CH2:9][C:10]([CH3:40])([CH3:39])[CH2:11][N:12]1[C:18]2[CH:19]=[CH:20][C:21]([Cl:23])=[CH:22][C:17]=2[C@@H:16]([C:24]2[CH:29]=[CH:28][CH:27]=[C:26]([O:30][CH3:31])[C:25]=2[O:32][CH3:33])[O:15][C@H:14]([CH2:34][C:35](O)=[O:36])[C:13]1=[O:38])(=[O:7])[CH3:6].[NH2:41][C:42]1[CH:47]=[CH:46][C:45]([CH2:48][CH2:49][C:50]([O:52][CH2:53][CH3:54])=[O:51])=[CH:44][C:43]=1[O:55][CH3:56].CN(C1C=CC=CN=1)C, predict the reaction product. The product is: [C:5]([O:8][CH2:9][C:10]([CH3:40])([CH3:39])[CH2:11][N:12]1[C:18]2[CH:19]=[CH:20][C:21]([Cl:23])=[CH:22][C:17]=2[C@@H:16]([C:24]2[CH:29]=[CH:28][CH:27]=[C:26]([O:30][CH3:31])[C:25]=2[O:32][CH3:33])[O:15][C@H:14]([CH2:34][C:35]([NH:41][C:42]2[CH:47]=[CH:46][C:45]([CH2:48][CH2:49][C:50]([O:52][CH2:53][CH3:54])=[O:51])=[CH:44][C:43]=2[O:55][CH3:56])=[O:36])[C:13]1=[O:38])(=[O:7])[CH3:6].